This data is from Full USPTO retrosynthesis dataset with 1.9M reactions from patents (1976-2016). The task is: Predict the reactants needed to synthesize the given product. (1) Given the product [C:17]([C:14]1[CH:13]=[CH:12][C:11]([CH2:10][C@@H:9]([NH:8][C:6](=[O:7])[O:5][C:1]([CH3:2])([CH3:3])[CH3:4])[C:19]([N:56]2[CH2:57][CH2:58][CH:53]([N:44]3[N:43]=[C:42]([C:36]4[CH:37]=[CH:38][C:39]([O:40][CH3:41])=[C:34]([O:33][CH3:32])[CH:35]=4)[C@@H:51]4[C@@H:46]([CH2:47][CH2:48][CH2:49][CH2:50]4)[C:45]3=[O:52])[CH2:54][CH2:55]2)=[O:21])=[CH:16][CH:15]=1)#[N:18], predict the reactants needed to synthesize it. The reactants are: [C:1]([O:5][C:6]([NH:8][C@@H:9]([C:19]([OH:21])=O)[CH2:10][C:11]1[CH:16]=[CH:15][C:14]([C:17]#[N:18])=[CH:13][CH:12]=1)=[O:7])([CH3:4])([CH3:3])[CH3:2].CCN(C(C)C)C(C)C.Cl.[CH3:32][O:33][C:34]1[CH:35]=[C:36]([C:42]2[C@@H:51]3[C@@H:46]([CH2:47][CH2:48][CH2:49][CH2:50]3)[C:45](=[O:52])[N:44]([CH:53]3[CH2:58][CH2:57][NH:56][CH2:55][CH2:54]3)[N:43]=2)[CH:37]=[CH:38][C:39]=1[O:40][CH3:41].CCOC(C(C#N)=NOC(N1CCOCC1)=[N+](C)C)=O.F[P-](F)(F)(F)(F)F.C(=O)(O)[O-].[Na+]. (2) Given the product [Cl:1][C:2]1[C:3]([O:37][C:35]2[CH:36]=[C:31]([F:30])[C:32]([C:44]([F:47])([F:45])[F:46])=[CH:33][C:34]=2[C:38]2[CH:43]=[CH:42][N:41]=[N:40][CH:39]=2)=[CH:4][C:5]([F:28])=[C:6]([S:8]([N:11]([CH2:17][C:18]2[CH:23]=[CH:22][C:21]([O:24][CH3:25])=[CH:20][C:19]=2[O:26][CH3:27])[C:12]2[S:13][CH:14]=[N:15][N:16]=2)(=[O:9])=[O:10])[CH:7]=1, predict the reactants needed to synthesize it. The reactants are: [Cl:1][C:2]1[C:3](F)=[CH:4][C:5]([F:28])=[C:6]([S:8]([N:11]([CH2:17][C:18]2[CH:23]=[CH:22][C:21]([O:24][CH3:25])=[CH:20][C:19]=2[O:26][CH3:27])[C:12]2[S:13][CH:14]=[N:15][N:16]=2)(=[O:10])=[O:9])[CH:7]=1.[F:30][C:31]1[C:32]([C:44]([F:47])([F:46])[F:45])=[CH:33][C:34]([C:38]2[CH:43]=[CH:42][N:41]=[N:40][CH:39]=2)=[C:35]([OH:37])[CH:36]=1.C(=O)([O-])[O-].[K+].[K+].CS(C)=O. (3) Given the product [CH2:7]([N:5]1[C@H:4]([C:14]([N:16]2[CH2:17][CH2:18][N:19]([C:22]3[CH:29]=[CH:28][CH:27]=[CH:26][C:23]=3[C:24]#[N:25])[CH2:20][CH2:21]2)=[O:15])[CH2:3][C@H:2]([NH:1][C:35](=[O:36])[C:34]2[CH:38]=[CH:39][CH:40]=[C:32]([O:31][CH3:30])[CH:33]=2)[CH2:6]1)[C:8]1[CH:13]=[CH:12][CH:11]=[CH:10][CH:9]=1, predict the reactants needed to synthesize it. The reactants are: [NH2:1][CH:2]1[CH2:6][N:5]([CH2:7][C:8]2[CH:13]=[CH:12][CH:11]=[CH:10][CH:9]=2)[CH:4]([C:14]([N:16]2[CH2:21][CH2:20][N:19]([C:22]3[CH:29]=[CH:28][CH:27]=[CH:26][C:23]=3[C:24]#[N:25])[CH2:18][CH2:17]2)=[O:15])[CH2:3]1.[CH3:30][O:31][C:32]1[CH:33]=[C:34]([CH:38]=[CH:39][CH:40]=1)[C:35](Cl)=[O:36]. (4) Given the product [C:12]([OH:16])(=[O:15])[CH:13]=[CH2:14].[CH:8](=[O:15])[C:7]1[O:1][CH:4]=[CH:5][CH:6]=1.[CH:12]([CH:13]=[CH2:14])=[O:15].[CH:12](=[O:15])[C:4]1[CH:9]=[CH:8][CH:7]=[CH:6][CH:5]=1, predict the reactants needed to synthesize it. The reactants are: [OH2:1].NN.[C:4]1(NN)[CH:9]=[CH:8][CH:7]=[CH:6][CH:5]=1.[C:12]([OH:16])(=[O:15])[CH:13]=[CH2:14].